From a dataset of Reaction yield outcomes from USPTO patents with 853,638 reactions. Predict the reaction yield, written as a fraction of the theoretical maximum amount of product (1.0 means a 100% yield; for example, 0.34 means a 34% yield). (1) The reactants are CN(C)CCN.[CH3:7][O:8][CH2:9][CH2:10][O:11][N:12]1C(=O)C2=CC=CC=C2C1=O.C(O)(=O)C.[C:27]([C:30]1[CH:35]=[C:34]([Cl:36])[CH:33]=[CH:32][C:31]=1[NH:37][S:38]([C:41]([F:44])([F:43])[F:42])(=[O:40])=[O:39])(=O)[CH3:28]. The catalyst is CCO. The product is [Cl:36][C:34]1[CH:33]=[CH:32][C:31]([NH:37][S:38]([C:41]([F:44])([F:43])[F:42])(=[O:40])=[O:39])=[C:30]([C:27](=[N:12][O:11][CH2:10][CH2:9][O:8][CH3:7])[CH3:28])[CH:35]=1. The yield is 0.800. (2) The reactants are Cl[C:2]1[C:11]2[C:6](=[CH:7][C:8]([Cl:12])=[CH:9][CH:10]=2)[N:5]=[CH:4][CH:3]=1.[NH2:13][CH2:14][CH2:15][OH:16].[OH-].[Na+]. No catalyst specified. The product is [Cl:12][C:8]1[CH:7]=[C:6]2[C:11]([C:2]([NH:13][CH2:14][CH2:15][OH:16])=[CH:3][CH:4]=[N:5]2)=[CH:10][CH:9]=1. The yield is 0.930. (3) The yield is 0.380. The reactants are [CH3:1][O:2][C:3]([CH:5]1[CH2:9][CH2:8][CH2:7][CH2:6]1)=[O:4].Cl[CH2:11][C:12]#[N:13]. No catalyst specified. The product is [CH3:1][O:2][C:3]([C:5]1([CH2:11][C:12]#[N:13])[CH2:9][CH2:8][CH2:7][CH2:6]1)=[O:4]. (4) The reactants are [CH:1]1[C:6]([N+:7]([O-:9])=[O:8])=[CH:5][CH:4]=[C:3]([OH:10])[CH:2]=1.[CH2:11](I)[CH2:12][CH2:13][CH2:14][CH2:15][CH2:16][CH2:17][CH2:18][CH2:19][CH3:20].C(=O)([O-])[O-].[K+].[K+].O. The catalyst is CN(C=O)C. The product is [CH2:11]([O:10][C:3]1[CH:4]=[CH:5][C:6]([N+:7]([O-:9])=[O:8])=[CH:1][CH:2]=1)[CH2:12][CH2:13][CH2:14][CH2:15][CH2:16][CH2:17][CH2:18][CH2:19][CH3:20]. The yield is 1.10. (5) The reactants are [OH:1][C:2]1[CH:9]=[C:8]([O:10][CH2:11][O:12][CH3:13])[CH:7]=[CH:6][C:3]=1[CH:4]=[O:5].[H-].[Na+].Cl[C:17]1[C:22]([Cl:23])=[CH:21][C:20]([Cl:24])=[CH:19][N:18]=1.O. The catalyst is CN(C)C=O. The product is [Cl:23][C:22]1[C:17]([O:1][C:2]2[CH:9]=[C:8]([O:10][CH2:11][O:12][CH3:13])[CH:7]=[CH:6][C:3]=2[CH:4]=[O:5])=[N:18][CH:19]=[C:20]([Cl:24])[CH:21]=1. The yield is 0.420. (6) The reactants are Cl[C:2]1[C:7]([CH2:8][OH:9])=[CH:6][CH:5]=[CH:4][N:3]=1.O1CCOCC1.[CH3:16][O:17][C:18]1[CH:23]=[CH:22][CH:21]=[CH:20][C:19]=1B(O)O.C(=O)(O)[O-].[Na+]. The catalyst is O.C1C=CC(P(C2C=CC=CC=2)[C-]2C=CC=C2)=CC=1.C1C=CC(P(C2C=CC=CC=2)[C-]2C=CC=C2)=CC=1.Cl[Pd]Cl.[Fe+2]. The product is [CH3:16][O:17][C:18]1[CH:23]=[CH:22][CH:21]=[CH:20][C:19]=1[C:2]1[C:7]([CH2:8][OH:9])=[CH:6][CH:5]=[CH:4][N:3]=1. The yield is 0.870. (7) The reactants are Br[C:2]1[CH:7]=[CH:6][C:5]([C:8]2[N:9]=[C:10]([N:13]3[CH:17]([CH2:18][C:19]([F:22])([F:21])[F:20])[CH2:16][O:15][C:14]3=[O:23])[S:11][CH:12]=2)=[CH:4][CH:3]=1.O.[CH3:25][N:26](C=O)C. The catalyst is C(OCC)(=O)C.[C-]#N.[Zn+2].[C-]#N.C1C=CC([P]([Pd]([P](C2C=CC=CC=2)(C2C=CC=CC=2)C2C=CC=CC=2)([P](C2C=CC=CC=2)(C2C=CC=CC=2)C2C=CC=CC=2)[P](C2C=CC=CC=2)(C2C=CC=CC=2)C2C=CC=CC=2)(C2C=CC=CC=2)C2C=CC=CC=2)=CC=1. The product is [O:23]=[C:14]1[N:13]([C:10]2[S:11][CH:12]=[C:8]([C:5]3[CH:6]=[CH:7][C:2]([C:25]#[N:26])=[CH:3][CH:4]=3)[N:9]=2)[CH:17]([CH2:18][C:19]([F:22])([F:21])[F:20])[CH2:16][O:15]1. The yield is 0.790. (8) The reactants are [CH3:1][N:2]([CH3:17])[C:3](=[O:16])[C:4]1[CH:9]=[CH:8][CH:7]=[N:6][C:5]=1[NH:10][C@@H:11]1[CH2:15][CH2:14][NH:13][CH2:12]1.[F:18][C:19]1[CH:27]=[CH:26][C:25]([CH:28]=[O:29])=[CH:24][C:20]=1[C:21](O)=[O:22].F[P-](F)(F)(F)(F)F.N1(OC(N(C)C)=[N+](C)C)C2C=CC=CC=2N=N1.C(N(CC)C(C)C)(C)C. The yield is 0.420. The product is [F:18][C:19]1[CH:27]=[CH:26][C:25]([CH:28]=[O:29])=[CH:24][C:20]=1[C:21]([N:13]1[CH2:14][CH2:15][C@@H:11]([NH:10][C:5]2[N:6]=[CH:7][CH:8]=[CH:9][C:4]=2[C:3]([N:2]([CH3:17])[CH3:1])=[O:16])[CH2:12]1)=[O:22]. No catalyst specified. (9) The reactants are C([O:3][C:4](=O)[CH:5]([N:12]1[C:16]2[CH:17]=[C:18]([F:22])[C:19]([F:21])=[CH:20][C:15]=2[N:14]=[C:13]1[C:23]1[CH:28]=[CH:27][C:26]([Cl:29])=[CH:25][CH:24]=1)[CH:6]1[CH2:11][CH2:10][CH2:9][CH2:8][CH2:7]1)C.[H-].[Al+3].[Li+].[H-].[H-].[H-].C(OCC)(=O)C. The catalyst is O1CCCC1. The product is [Cl:29][C:26]1[CH:27]=[CH:28][C:23]([C:13]2[N:12]([CH:5]([CH:6]3[CH2:7][CH2:8][CH2:9][CH2:10][CH2:11]3)[CH2:4][OH:3])[C:16]3[CH:17]=[C:18]([F:22])[C:19]([F:21])=[CH:20][C:15]=3[N:14]=2)=[CH:24][CH:25]=1. The yield is 0.670.